This data is from Full USPTO retrosynthesis dataset with 1.9M reactions from patents (1976-2016). The task is: Predict the reactants needed to synthesize the given product. (1) Given the product [ClH:11].[S:1]1[CH:5]=[CH:4][C:3]([CH2:6][CH2:7][NH2:8])=[CH:2]1, predict the reactants needed to synthesize it. The reactants are: [S:1]1[CH:5]=[CH:4][C:3]([CH2:6][C:7]#[N:8])=[CH:2]1.CO.[ClH:11]. (2) Given the product [CH:10]1([CH2:15]/[CH:16]=[CH:17]/[C:2]2[CH:8]=[CH:7][C:5]([NH2:6])=[C:4]([F:9])[CH:3]=2)[CH2:14][CH2:13][CH2:12][CH2:11]1, predict the reactants needed to synthesize it. The reactants are: Br[C:2]1[CH:8]=[CH:7][C:5]([NH2:6])=[C:4]([F:9])[CH:3]=1.[CH:10]1([CH2:15]/[CH:16]=[CH:17]/B2OC(C)(C)C(C)(C)O2)[CH2:14][CH2:13][CH2:12][CH2:11]1.O1C=CC=C1P(C1OC=CC=1)C1OC=CC=1.C(=O)([O-])[O-].[Cs+].[Cs+]. (3) Given the product [CH3:1][O:2][NH:3][C:4]([C:6]1[CH:7]=[C:8]([NH:13][C:14]2[C:19]3=[C:20]([CH:27]([CH3:29])[CH3:28])[C:21]([C:23]([NH:25][CH2:26][CH2:35][N:30]4[CH2:34][CH2:33][CH2:32][CH2:31]4)=[O:24])=[CH:22][N:18]3[N:17]=[CH:16][N:15]=2)[CH:9]=[CH:10][C:11]=1[CH3:12])=[O:5], predict the reactants needed to synthesize it. The reactants are: [CH3:1][O:2][NH:3][C:4]([C:6]1[CH:7]=[C:8]([NH:13][C:14]2[C:19]3=[C:20]([CH:27]([CH3:29])[CH3:28])[C:21]([C:23]([NH:25][CH3:26])=[O:24])=[CH:22][N:18]3[N:17]=[CH:16][N:15]=2)[CH:9]=[CH:10][C:11]=1[CH3:12])=[O:5].[N:30]1([CH2:35]CN)[CH2:34][CH2:33][CH2:32][CH2:31]1.